This data is from Reaction yield outcomes from USPTO patents with 853,638 reactions. The task is: Predict the reaction yield, written as a fraction of the theoretical maximum amount of product (1.0 means a 100% yield; for example, 0.34 means a 34% yield). The reactants are [N+:1]([C:4]1[CH:5]=[C:6]([CH:19]=[CH:20][C:21]=1[N:22]1[CH2:27][CH2:26][N:25]([C:28]2[CH:33]=[CH:32][CH:31]=[CH:30][C:29]=2[CH3:34])[CH2:24][CH2:23]1)[C:7]([NH:9][CH2:10][CH2:11][CH2:12][N:13]1[CH2:17][CH2:16][CH2:15][C:14]1=[O:18])=[O:8])([O-])=O. The catalyst is C(O)C.CO.[Pd]. The product is [NH2:1][C:4]1[CH:5]=[C:6]([CH:19]=[CH:20][C:21]=1[N:22]1[CH2:27][CH2:26][N:25]([C:28]2[CH:33]=[CH:32][CH:31]=[CH:30][C:29]=2[CH3:34])[CH2:24][CH2:23]1)[C:7]([NH:9][CH2:10][CH2:11][CH2:12][N:13]1[CH2:17][CH2:16][CH2:15][C:14]1=[O:18])=[O:8]. The yield is 0.470.